This data is from Forward reaction prediction with 1.9M reactions from USPTO patents (1976-2016). The task is: Predict the product of the given reaction. Given the reactants [Cl:1][C:2]1[CH:3]=[C:4]([C:12]([O:14][CH3:15])=[O:13])[CH:5]=[C:6]([CH:11]=1)[C:7](OC)=[O:8].[BH4-].[Na+], predict the reaction product. The product is: [Cl:1][C:2]1[CH:3]=[C:4]([CH:5]=[C:6]([CH2:7][OH:8])[CH:11]=1)[C:12]([O:14][CH3:15])=[O:13].